From a dataset of Forward reaction prediction with 1.9M reactions from USPTO patents (1976-2016). Predict the product of the given reaction. (1) Given the reactants CC1(C)CO[C:5]2([CH2:11][CH2:10][C:8](=[O:9])[CH2:7][CH2:6]2)[O:4][CH2:3]1.COC1C=CC(O)=CC=1.[Li].N, predict the reaction product. The product is: [CH3:3][O:4][C:5]1[CH2:11][CH2:10][CH:8]([OH:9])[CH2:7][CH:6]=1. (2) Given the reactants [CH3:1][O:2][C:3]1[N:8]=[CH:7][C:6]([CH:9]([CH2:16][C:17]2[N:18]=[C:19]([CH2:22][CH2:23][CH2:24][CH:25]=O)[S:20][CH:21]=2)[CH2:10][C:11]([O:13]CC)=[O:12])=[CH:5][CH:4]=1.[N:27]1([C:33]2[CH:38]=[CH:37][N:36]=[C:35]([NH2:39])[CH:34]=2)[CH2:32][CH2:31][O:30][CH2:29][CH2:28]1.[BH-](OC(C)=O)(OC(C)=O)OC(C)=O.[Na+].C(Cl)[Cl:55], predict the reaction product. The product is: [ClH:55].[CH3:1][O:2][C:3]1[N:8]=[CH:7][C:6]([CH:9]([CH2:16][C:17]2[N:18]=[C:19]([CH2:22][CH2:23][CH2:24][CH2:25][NH:39][C:35]3[CH:34]=[C:33]([N:27]4[CH2:28][CH2:29][O:30][CH2:31][CH2:32]4)[CH:38]=[CH:37][N:36]=3)[S:20][CH:21]=2)[CH2:10][C:11]([OH:13])=[O:12])=[CH:5][CH:4]=1. (3) Given the reactants Br[C:2]1[N:3]=[CH:4][C:5]([NH2:8])=[N:6][CH:7]=1.C([Sn](CCCC)(CCCC)[C:14]1[S:15][CH:16]=[CH:17][N:18]=1)CCC, predict the reaction product. The product is: [S:15]1[CH:16]=[CH:17][N:18]=[C:14]1[C:2]1[N:3]=[CH:4][C:5]([NH2:8])=[N:6][CH:7]=1. (4) Given the reactants [N:1]1[C:6]2[CH2:7][CH2:8][N:9]([CH2:11][CH2:12][CH2:13][CH2:14][O:15][C:16]3[CH:25]=[C:24]4[C:19]([CH2:20][CH2:21][C:22](=[O:26])[NH:23]4)=[CH:18][CH:17]=3)[CH2:10][C:5]=2[CH:4]=[N:3][CH:2]=1.[CH3:27][O:28][C:29]1[CH:34]=[CH:33]C(N2C=C3CNCCC3=N2)=[CH:31][CH:30]=1, predict the reaction product. The product is: [CH3:27][O:28][C:29]1[CH:34]=[CH:33][C:2]([N:3]2[CH:4]=[C:5]3[CH2:10][N:9]([CH2:11][CH2:12][CH2:13][CH2:14][O:15][C:16]4[CH:25]=[C:24]5[C:19]([CH2:20][CH2:21][C:22](=[O:26])[NH:23]5)=[CH:18][CH:17]=4)[CH2:8][CH2:7][C:6]3=[N:1]2)=[CH:31][CH:30]=1. (5) Given the reactants [NH2:1][C:2]1[CH:7]=[CH:6][C:5]([CH2:8][CH2:9][C:10]([O:12][CH2:13][CH3:14])=[O:11])=[C:4]([F:15])[CH:3]=1.[N+:16]([C:19]1[CH:24]=[CH:23][CH:22]=[CH:21][C:20]=1[S:25](Cl)(=[O:27])=[O:26])([O-:18])=[O:17], predict the reaction product. The product is: [F:15][C:4]1[CH:3]=[C:2]([NH:1][S:25]([C:20]2[CH:21]=[CH:22][CH:23]=[CH:24][C:19]=2[N+:16]([O-:18])=[O:17])(=[O:26])=[O:27])[CH:7]=[CH:6][C:5]=1[CH2:8][CH2:9][C:10]([O:12][CH2:13][CH3:14])=[O:11]. (6) Given the reactants [CH3:1][O:2][C:3](=[O:16])[CH:4]([C:8]1[CH:13]=[CH:12][C:11]([Cl:14])=[C:10]([Cl:15])[CH:9]=1)[CH2:5][CH:6]=O.[CH3:17][O:18]C(=O)CC1C=CC(Cl)=C(Cl)C=1.COC(OC)CCBr.Cl, predict the reaction product. The product is: [CH3:1][O:2][C:3](=[O:16])[CH:4]([C:8]1[CH:13]=[CH:12][C:11]([Cl:14])=[C:10]([Cl:15])[CH:9]=1)[CH2:5][CH2:6][CH:17]=[O:18].